Dataset: Forward reaction prediction with 1.9M reactions from USPTO patents (1976-2016). Task: Predict the product of the given reaction. (1) Given the reactants [Cl:1][C:2]1[CH:3]=[C:4]2[C:8](=[CH:9][CH:10]=1)[NH:7][CH:6]=[C:5]2[CH2:11][CH2:12][NH:13][C:14](=[O:28])[C:15]([NH:17][C@@H:18]([CH2:21][C:22]1[CH:27]=[CH:26][CH:25]=[CH:24][CH:23]=1)[CH2:19][OH:20])=O.CC[N+](S(N=C(OC)[O-])(=O)=O)(CC)CC, predict the reaction product. The product is: [CH2:21]([C@H:18]1[CH2:19][O:20][C:15]([C:14]([NH:13][CH2:12][CH2:11][C:5]2[C:4]3[C:8](=[CH:9][CH:10]=[C:2]([Cl:1])[CH:3]=3)[NH:7][CH:6]=2)=[O:28])=[N:17]1)[C:22]1[CH:27]=[CH:26][CH:25]=[CH:24][CH:23]=1. (2) Given the reactants [Cl:1][C:2]1[CH:9]=[C:8]([NH:10][CH2:11][CH:12]2[CH2:14][CH2:13]2)[CH:7]=[CH:6][C:3]=1[C:4]#[N:5].Br[CH:16]([CH2:24][CH3:25])[C:17]([O:19][C:20]([CH3:23])([CH3:22])[CH3:21])=[O:18], predict the reaction product. The product is: [Cl:1][C:2]1[CH:9]=[C:8]([N:10]([CH2:11][CH:12]2[CH2:14][CH2:13]2)[CH:16]([CH2:24][CH3:25])[C:17]([O:19][C:20]([CH3:23])([CH3:22])[CH3:21])=[O:18])[CH:7]=[CH:6][C:3]=1[C:4]#[N:5]. (3) The product is: [ClH:1].[Cl:1][C:2]1[CH:7]=[C:6]([F:8])[C:5]([NH:9][C:10]([NH:12][C:13]2[CH:14]=[CH:15][CH:16]=[CH:17][CH:18]=2)=[O:11])=[CH:4][C:3]=1[C:19]1[C:20](=[O:36])[N:21]([CH:33]([CH3:34])[CH3:35])[C:22]2[C:27]([CH:28]=1)=[CH:26][N:25]=[C:24]([NH:29][C:30](=[O:32])[CH3:31])[CH:23]=2. Given the reactants [Cl:1][C:2]1[CH:7]=[C:6]([F:8])[C:5]([NH:9][C:10]([NH:12][C:13]2[CH:18]=[CH:17][CH:16]=[CH:15][CH:14]=2)=[O:11])=[CH:4][C:3]=1[C:19]1[C:20](=[O:36])[N:21]([CH:33]([CH3:35])[CH3:34])[C:22]2[C:27]([CH:28]=1)=[CH:26][N:25]=[C:24]([NH:29][C:30](=[O:32])[CH3:31])[CH:23]=2.Cl.CCOCC, predict the reaction product. (4) Given the reactants [CH:1]([N:4]1[CH2:9][CH2:8][CH:7]([CH2:10][O:11][CH2:12][C@H:13]([NH2:20])[C:14]2[CH:19]=[CH:18][CH:17]=[CH:16][CH:15]=2)[CH2:6][CH2:5]1)([CH3:3])[CH3:2].[Cl:21][C:22]1[CH:23]=[C:24]2[C:28](=[CH:29][CH:30]=1)[NH:27][C:26]([C:31](O)=[O:32])=[CH:25]2, predict the reaction product. The product is: [ClH:21].[Cl:21][C:22]1[CH:23]=[C:24]2[C:28](=[CH:29][CH:30]=1)[NH:27][C:26]([C:31]([NH:20][C@H:13]([C:14]1[CH:15]=[CH:16][CH:17]=[CH:18][CH:19]=1)[CH2:12][O:11][CH2:10][CH:7]1[CH2:6][CH2:5][N:4]([CH:1]([CH3:3])[CH3:2])[CH2:9][CH2:8]1)=[O:32])=[CH:25]2. (5) Given the reactants [Cl:1][C:2]1[C:34]([O:35][C:36]([C:39]#[N:40])([CH3:38])[CH3:37])=[CH:33][CH:32]=[CH:31][C:3]=1[C:4]([NH:6][C:7]1[CH:12]=[C:11]([N:13]([C:15]2[N:20]=[C:19]3[S:21][C:22]([NH:24][C:25]([CH:27]4[CH2:29][CH2:28]4)=[O:26])=[N:23][C:18]3=[CH:17][CH:16]=2)[CH3:14])[CH:10]=[CH:9][C:8]=1[F:30])=[O:5].O.O.[C:43]([OH:48])(=[O:47])[C:44]([OH:46])=[O:45].CCCCCCC, predict the reaction product. The product is: [C:43]([OH:48])(=[O:47])[C:44]([OH:46])=[O:45].[Cl:1][C:2]1[C:34]([O:35][C:36]([C:39]#[N:40])([CH3:38])[CH3:37])=[CH:33][CH:32]=[CH:31][C:3]=1[C:4]([NH:6][C:7]1[CH:12]=[C:11]([N:13]([C:15]2[N:20]=[C:19]3[S:21][C:22]([NH:24][C:25]([CH:27]4[CH2:29][CH2:28]4)=[O:26])=[N:23][C:18]3=[CH:17][CH:16]=2)[CH3:14])[CH:10]=[CH:9][C:8]=1[F:30])=[O:5]. (6) Given the reactants [NH2:1][C:2]([C:6]1[CH:11]=[C:10]([Br:12])[CH:9]=[CH:8][C:7]=1[F:13])([CH3:5])[CH2:3][OH:4].C(N(CC)CC)C.Br[CH:22]([CH2:26][C:27]1[CH:32]=[CH:31][CH:30]=[CH:29][CH:28]=1)[C:23](Cl)=[O:24], predict the reaction product. The product is: [Br:12][C:10]1[CH:9]=[CH:8][C:7]([F:13])=[C:6]([C:2]([NH:1][C:23](=[O:24])[CH:22]=[CH:26][C:27]2[CH:32]=[CH:31][CH:30]=[CH:29][CH:28]=2)([CH3:5])[CH2:3][OH:4])[CH:11]=1. (7) Given the reactants [CH3:1][O:2][C:3]1[CH:8]=[CH:7][C:6]([O:9][C:10]([F:13])([F:12])[F:11])=[CH:5][CH:4]=1.Cl[CH:15]([O:17]C)Cl.O, predict the reaction product. The product is: [CH3:1][O:2][C:3]1[CH:8]=[CH:7][C:6]([O:9][C:10]([F:11])([F:12])[F:13])=[CH:5][C:4]=1[CH:15]=[O:17].